From a dataset of Full USPTO retrosynthesis dataset with 1.9M reactions from patents (1976-2016). Predict the reactants needed to synthesize the given product. The reactants are: Cl[C:2]1[N:3]=[C:4]([NH:21][C:22]2[CH:27]=[CH:26][CH:25]=[C:24]([S:28]([NH2:31])(=[O:30])=[O:29])[CH:23]=2)[C:5]2[CH:10]=[CH:9][N:8]([S:11]([C:14]3[CH:20]=[CH:19][C:17]([CH3:18])=[CH:16][CH:15]=3)(=[O:13])=[O:12])[C:6]=2[N:7]=1.[NH2:32][C:33]1[CH:38]=[CH:37][C:36]([N:39]2[CH2:44][CH2:43][N:42]([C:45](=[O:47])[CH3:46])[CH2:41][CH2:40]2)=[CH:35][CH:34]=1.C[Si](Cl)(C)C. Given the product [C:45]([N:42]1[CH2:41][CH2:40][N:39]([C:36]2[CH:37]=[CH:38][C:33]([NH:32][C:2]3[N:3]=[C:4]([NH:21][C:22]4[CH:23]=[C:24]([S:28]([NH2:31])(=[O:29])=[O:30])[CH:25]=[CH:26][CH:27]=4)[C:5]4[CH:10]=[CH:9][N:8]([S:11]([C:14]5[CH:20]=[CH:19][C:17]([CH3:18])=[CH:16][CH:15]=5)(=[O:13])=[O:12])[C:6]=4[N:7]=3)=[CH:34][CH:35]=2)[CH2:44][CH2:43]1)(=[O:47])[CH3:46], predict the reactants needed to synthesize it.